Dataset: Reaction yield outcomes from USPTO patents with 853,638 reactions. Task: Predict the reaction yield, written as a fraction of the theoretical maximum amount of product (1.0 means a 100% yield; for example, 0.34 means a 34% yield). The reactants are [F:1][C:2]([F:29])([S:18]([C:21]1[CH:26]=[CH:25][CH:24]=[CH:23][C:22]=1[CH:27]=[O:28])(=[O:20])=[O:19])[CH:3]1[CH2:8][CH2:7][N:6]([C:9]([NH:11][C:12]2[CH:17]=[CH:16][N:15]=[N:14][CH:13]=2)=[O:10])[CH2:5][CH2:4]1.CO.[BH4-].[Na+]. No catalyst specified. The product is [F:29][C:2]([F:1])([S:18]([C:21]1[CH:26]=[CH:25][CH:24]=[CH:23][C:22]=1[CH2:27][OH:28])(=[O:20])=[O:19])[CH:3]1[CH2:8][CH2:7][N:6]([C:9]([NH:11][C:12]2[CH:17]=[CH:16][N:15]=[N:14][CH:13]=2)=[O:10])[CH2:5][CH2:4]1. The yield is 0.240.